This data is from NCI-60 drug combinations with 297,098 pairs across 59 cell lines. The task is: Regression. Given two drug SMILES strings and cell line genomic features, predict the synergy score measuring deviation from expected non-interaction effect. (1) Drug 1: C1CN1P(=S)(N2CC2)N3CC3. Drug 2: CN1C(=O)N2C=NC(=C2N=N1)C(=O)N. Cell line: A549. Synergy scores: CSS=22.7, Synergy_ZIP=-2.75, Synergy_Bliss=4.17, Synergy_Loewe=-21.3, Synergy_HSA=1.73. (2) Drug 1: CC(C1=C(C=CC(=C1Cl)F)Cl)OC2=C(N=CC(=C2)C3=CN(N=C3)C4CCNCC4)N. Drug 2: CC1=C2C(C(=O)C3(C(CC4C(C3C(C(C2(C)C)(CC1OC(=O)C(C(C5=CC=CC=C5)NC(=O)OC(C)(C)C)O)O)OC(=O)C6=CC=CC=C6)(CO4)OC(=O)C)O)C)O. Cell line: T-47D. Synergy scores: CSS=19.2, Synergy_ZIP=-3.06, Synergy_Bliss=3.29, Synergy_Loewe=-24.9, Synergy_HSA=1.02. (3) Drug 1: CC1=C2C(C(=O)C3(C(CC4C(C3C(C(C2(C)C)(CC1OC(=O)C(C(C5=CC=CC=C5)NC(=O)C6=CC=CC=C6)O)O)OC(=O)C7=CC=CC=C7)(CO4)OC(=O)C)O)C)OC(=O)C. Drug 2: CC1C(C(CC(O1)OC2CC(OC(C2O)C)OC3=CC4=CC5=C(C(=O)C(C(C5)C(C(=O)C(C(C)O)O)OC)OC6CC(C(C(O6)C)O)OC7CC(C(C(O7)C)O)OC8CC(C(C(O8)C)O)(C)O)C(=C4C(=C3C)O)O)O)O. Cell line: SNB-75. Synergy scores: CSS=60.7, Synergy_ZIP=1.57, Synergy_Bliss=4.52, Synergy_Loewe=3.02, Synergy_HSA=4.33.